From a dataset of Experimentally validated miRNA-target interactions with 360,000+ pairs, plus equal number of negative samples. Binary Classification. Given a miRNA mature sequence and a target amino acid sequence, predict their likelihood of interaction. (1) The miRNA is mmu-miR-136-5p with sequence ACUCCAUUUGUUUUGAUGAUGG. The protein sequence of the target gene is MLLLGILTLAFAGRTAGGSEPEREVVVPIRLDPDINGRRYYWRGPEDSGDQGLIFQITAFQEDFYLHLTPDAQFLAPAFSTEHLGVPLQGLTGGSSDLRRCFYSGDVNAEPDSFAAVSLCGGLRGAFGYRGAEYVISPLPNASAPAAQRNSQGAHLLQRRGVPGGPSGDPTSRCGVASGWNPAILRALDPYKPRRAGFGESRSRRRSGRAKRFVSIPRYVETLVVADESMVKFHGADLEHYLLTLLATAARLYRHPSILNPINIVVVKVLLLRDRDSGPKVTGNAALTLRNFCAWQKKLN.... Result: 0 (no interaction). (2) The miRNA is cel-miR-235-3p with sequence UAUUGCACUCUCCCCGGCCUGA. The protein sequence of the target gene is MPTRVCCCCSALRPRYKRLVDNIFPEDPKDGLVKADMEKLTFYAVSAPEKLDRIGAYLAERLSRDVVRHRSGYVLIAMEALDQLLMACHSQSIKPFVESFLHMVAKLLESGEPKLQVLGTNSFVKFANIEEDTPSYHRRYDFFVSRFSAMCHSCHSDPEIRTEIRIAGIRGIQGVVRKTVNDELRATIWEPQHMDKIVPSLLFNMQKIEEVDSRLGPPSSPSAADKEENPAVLAESCFRELLGRATFGNMNNAVRPVFAHLDHHKLWDPNEFAVHCFKIIMYSIQAQYSHHVIQEILGHL.... Result: 0 (no interaction). (3) The miRNA is hsa-miR-548f-3p with sequence AAAAACUGUAAUUACUUUU. The protein sequence of the target gene is MAWPKLPAPWLLLCTWLPAGCLSLLVTVQHTERYVTLFASIILKCDYTTSAQLQDVVVTWRFKSFCKDPIFDYYSASYQAALSLGQDPSNDCNDNQREVRIVAQRRGQNEPVLGVDYRQRKITIQNRADLVINEVMWWDHGVYYCTIEAPGDTSGDPDKEVKLIVLHWLTVIFIILGALLLLLLIGVCWCQCCPQYCCCYIRCPCCPAHCCCPEEALARHRYMKQAQALGPQMMGKPLYWGADRSSQVSSYPMHPLLQRDLSLPSSLPQMPMTQTTNQPPIANGVLEYLEKELRNLNLAQ.... Result: 1 (interaction). (4) The miRNA is hsa-miR-17-5p with sequence CAAAGUGCUUACAGUGCAGGUAG. Result: 1 (interaction). The protein sequence of the target gene is MTAEPMSESKLNTLVQKLHDFLAHSSEESEETSSPPRLAMNQNTDKISGSGSNSDMMENSKEEGTSSSEKSKSSGSSRSKRKPSIVTKYVESDDEKPLDDETVNEDASNENSENDITMQSLPKGTVIVQPEPVLNEDKDDFKGPEFRSRSKMKTENLKKRGEDGLHGIVSCTACGQQVNHFQKDSIYRHPSLQVLICKNCFKYYMSDDISRDSDGMDEQCRWCAEGGNLICCDFCHNAFCKKCILRNLGRKELSTIMDENNQWYCYICHPEPLLDLVTACNSVFENLEQLLQQNKKKIKV.... (5) The miRNA is hsa-miR-5186 with sequence AGAGAUUGGUAGAAAUCAGGU. The protein sequence of the target gene is MRLLRRRHMPLRLAMVGCAFVLFLFLLHRDVSSREEATEKPWLKSLVSRKDHVLDLMLEAMNNLRDSMPKLQIRAPEAQQTLFSINQSCLPGFYTPAELKPFWERPPQDPNAPGADGKAFQKSKWTPLETQEKEEGYKKHCFNAFASDRISLQRSLGPDTRPPECVDQKFRRCPPLATTSVIIVFHNEAWSTLLRTVYSVLHTTPAILLKEIILVDDASTEEHLKEKLEQYVKQLQVVRVVRQEERKGLITARLLGASVAQAEVLTFLDAHCECFHGWLEPLLARIAEDKTVVVSPDIVT.... Result: 1 (interaction). (6) The miRNA is hsa-miR-7151-3p with sequence CUACAGGCUGGAAUGGGCUCA. The protein sequence of the target gene is MPGARRRRRGAAMEGKPRAGVALAPGPSGRRPSARCARRRRPGLLLPGLWLLLLARPASCAPDELSPEQHNLSLYSMELVLKKSTGHSAAQVALTETAPGSQHSSPLHVTAPPSATTFDTAFFNQGKQTKSTADPSIFVATYVSVTSKEVAVNDDEMDNFLPDTHWTTPRMVSPIQYITVSPPGLPREALEPMLTPSLPMVSLQDEEVTSGWQNTTRQPAAYAESASHFHTFRSAFRTSEGIVPTPGRNLVLYPTDAYSHLSSRTLPEIVASLTEGVETTLFLSSRSLMPQPLGDGITIP.... Result: 1 (interaction).